Task: Regression. Given a peptide amino acid sequence and an MHC pseudo amino acid sequence, predict their binding affinity value. This is MHC class I binding data.. Dataset: Peptide-MHC class I binding affinity with 185,985 pairs from IEDB/IMGT (1) The peptide sequence is NALMRRIAV. The MHC is HLA-B08:01 with pseudo-sequence HLA-B08:01. The binding affinity (normalized) is 0.737. (2) The peptide sequence is VSFIEFVGW. The MHC is HLA-A24:02 with pseudo-sequence HLA-A24:02. The binding affinity (normalized) is 0.0183. (3) The peptide sequence is YPYQLMLSL. The MHC is HLA-B45:06 with pseudo-sequence HLA-B45:06. The binding affinity (normalized) is 0.213. (4) The peptide sequence is SWKQSKMWR. The MHC is HLA-A68:02 with pseudo-sequence HLA-A68:02. The binding affinity (normalized) is 0.0847. (5) The peptide sequence is YTSDYFISY. The MHC is HLA-A02:50 with pseudo-sequence HLA-A02:50. The binding affinity (normalized) is 0.0847.